Dataset: Catalyst prediction with 721,799 reactions and 888 catalyst types from USPTO. Task: Predict which catalyst facilitates the given reaction. (1) Reactant: [H-].[Na+].[CH2:3]([CH2:5][NH2:6])[OH:4].[Br:7][C:8]1[C:9]([C:18]2[C:25]([F:26])=[CH:24][C:21]([C:22]#[N:23])=[C:20](F)[CH:19]=2)=[N:10][N:11]([CH3:17])[C:12]=1[O:13][CH:14]([F:16])[F:15]. Product: [NH2:6][CH2:5][CH2:3][O:4][C:20]1[CH:19]=[C:18]([C:9]2[C:8]([Br:7])=[C:12]([O:13][CH:14]([F:15])[F:16])[N:11]([CH3:17])[N:10]=2)[C:25]([F:26])=[CH:24][C:21]=1[C:22]#[N:23]. The catalyst class is: 10. (2) Reactant: [Br:1][C:2]1[CH:7]=[CH:6][C:5]([NH2:8])=[CH:4][C:3]=1[C:9]([F:12])([F:11])[F:10].[I:13]Cl. Product: [Br:1][C:2]1[C:3]([C:9]([F:10])([F:11])[F:12])=[CH:4][C:5]([NH2:8])=[C:6]([I:13])[CH:7]=1. The catalyst class is: 15. (3) Reactant: CS(C)=O.[I-].[CH3:6][S+](C)(C)=O.[H-].[Na+].[CH3:13][CH:14]([CH3:23])[C:15]([C:17]1[CH:18]=[N:19][CH:20]=[N:21][CH:22]=1)=[O:16]. Product: [CH:14]([C:15]1([C:17]2[CH:22]=[N:21][CH:20]=[N:19][CH:18]=2)[CH2:6][O:16]1)([CH3:23])[CH3:13]. The catalyst class is: 7. (4) Reactant: C[O:2][C:3](=[O:19])[CH2:4][N:5]([C:12]([O:14][C:15]([CH3:18])([CH3:17])[CH3:16])=[O:13])[CH2:6][CH:7]1[CH2:11][CH2:10][CH2:9][CH2:8]1.[Li+].[OH-]. Product: [C:15]([O:14][C:12]([N:5]([CH2:4][C:3]([OH:19])=[O:2])[CH2:6][CH:7]1[CH2:11][CH2:10][CH2:9][CH2:8]1)=[O:13])([CH3:18])([CH3:16])[CH3:17]. The catalyst class is: 87. (5) Reactant: [OH:1][C:2]1[N:6]([C:7]2[CH:12]=[CH:11][C:10]([S:13]([OH:16])(=[O:15])=[O:14])=[CH:9][CH:8]=2)[N:5]=[C:4]([CH3:17])[CH:3]=1.[CH3:18][O:19][C:20]1[CH:27]=[C:26]([O:28][CH3:29])[CH:25]=[CH:24][C:21]=1[CH:22]=O.C([O-])(=O)C.[NH4+]. Product: [NH4+:5].[CH3:18][O:19][C:20]1[CH:27]=[C:26]([O:28][CH3:29])[CH:25]=[CH:24][C:21]=1[CH:22]=[C:3]1[C:2](=[O:1])[N:6]([C:7]2[CH:8]=[CH:9][C:10]([S:13]([O-:16])(=[O:15])=[O:14])=[CH:11][CH:12]=2)[N:5]=[C:4]1[CH3:17]. The catalyst class is: 8. (6) Reactant: [F:1][C:2]1[CH:10]=[CH:9][CH:8]=[C:7]([F:11])[C:3]=1[C:4](Cl)=[O:5].[NH2:12][C:13]1[N:14]=[CH:15][C:16]([C:19]2[CH:20]=[C:21]([C:29]3[C:33](=[O:34])[C:32]([CH3:36])([CH3:35])[O:31][N:30]=3)[CH:22]=[CH:23][C:24]=2[C:25]([CH3:28])([CH3:27])[CH3:26])=[N:17][CH:18]=1.N1C=CC=CC=1. Product: [C:25]([C:24]1[CH:23]=[CH:22][C:21]([C:29]2[C:33](=[O:34])[C:32]([CH3:36])([CH3:35])[O:31][N:30]=2)=[CH:20][C:19]=1[C:16]1[N:17]=[CH:18][C:13]([NH:12][C:4](=[O:5])[C:3]2[C:2]([F:1])=[CH:10][CH:9]=[CH:8][C:7]=2[F:11])=[N:14][CH:15]=1)([CH3:26])([CH3:27])[CH3:28]. The catalyst class is: 2.